Dataset: Forward reaction prediction with 1.9M reactions from USPTO patents (1976-2016). Task: Predict the product of the given reaction. (1) Given the reactants [NH2:1][C@H:2]([C:7]([C:9](OCC1C=CC=CC=1)=O)=O)[CH2:3][CH2:4]SC.I.[C:20](SC)(=[NH:22])[CH3:21].C([N:28](CC)C(C)C)(C)C.O=C1C(=O)CC[N:37]([C:42]([O:44][C:45]([CH3:48])([CH3:47])[CH3:46])=[O:43])C1, predict the reaction product. The product is: [CH3:21][C:20]1[N:22]=[N:28][C:7]2[CH2:9][N:37]([C:42]([O:44][C:45]([CH3:48])([CH3:47])[CH3:46])=[O:43])[CH2:4][CH2:3][C:2]=2[N:1]=1. (2) Given the reactants [N:1]1[CH:2]=[CH:3][N:4]2[CH:9]=[C:8]([C:10]([OH:12])=O)[CH:7]=[CH:6][C:5]=12.CCN=C=NCCCN(C)C.C1C=CC2N(O)N=NC=2C=1.CCN(C(C)C)C(C)C.[F:43][C:44]([F:64])([F:63])[CH2:45][N:46]1[CH2:51][CH2:50][N:49]([S:52]([C:55]2[CH:62]=[CH:61][C:58]([CH2:59][NH2:60])=[CH:57][CH:56]=2)(=[O:54])=[O:53])[CH2:48][CH2:47]1, predict the reaction product. The product is: [F:64][C:44]([F:43])([F:63])[CH2:45][N:46]1[CH2:47][CH2:48][N:49]([S:52]([C:55]2[CH:56]=[CH:57][C:58]([CH2:59][NH:60][C:10]([C:8]3[CH:7]=[CH:6][C:5]4[N:4]([CH:3]=[CH:2][N:1]=4)[CH:9]=3)=[O:12])=[CH:61][CH:62]=2)(=[O:54])=[O:53])[CH2:50][CH2:51]1. (3) Given the reactants C([Si](C)(C)[O:6][C:7]1[CH:12]=[CH:11][C:10]([C:13]([C:18]2[CH:23]=[CH:22][C:21]([C:24]#[C:25][C:26]([C:28]3([CH3:33])[CH2:32][CH2:31][CH2:30][CH2:29]3)=[O:27])=[C:20]([CH3:34])[CH:19]=2)([CH2:16][CH3:17])[CH2:14][CH3:15])=[CH:9][C:8]=1[CH3:35])(C)(C)C.[BH4-].[Na+].C(OCC)(=O)C.[F-].C([N+](CCCC)(CCCC)CCCC)CCC, predict the reaction product. The product is: [CH2:14]([C:13]([C:10]1[CH:11]=[CH:12][C:7]([OH:6])=[C:8]([CH3:35])[CH:9]=1)([C:18]1[CH:23]=[CH:22][C:21]([C:24]#[C:25][CH:26]([OH:27])[C:28]2([CH3:33])[CH2:32][CH2:31][CH2:30][CH2:29]2)=[C:20]([CH3:34])[CH:19]=1)[CH2:16][CH3:17])[CH3:15]. (4) Given the reactants [Cl:1][C:2]1[CH:7]=[C:6]([NH:8][C:9]2[C:18]3[C:13](=[CH:14][CH:15]=[CH:16][C:17]=3[O:19][CH2:20][C@@H:21]3[CH2:25][CH2:24][CH2:23][NH:22]3)[N:12]=[CH:11][N:10]=2)[CH:5]=[CH:4][C:3]=1[OH:26].[C:27](O)(=[O:30])[CH2:28][OH:29], predict the reaction product. The product is: [Cl:1][C:2]1[CH:7]=[C:6]([NH:8][C:9]2[C:18]3[C:13](=[CH:14][CH:15]=[CH:16][C:17]=3[O:19][CH2:20][C@@H:21]3[CH2:25][CH2:24][CH2:23][N:22]3[C:28](=[O:29])[CH2:27][OH:30])[N:12]=[CH:11][N:10]=2)[CH:5]=[CH:4][C:3]=1[OH:26]. (5) The product is: [CH2:19]([N:7]1[C:6]2[C:5](=[O:11])[NH:4][C:3](=[O:12])[N:2]([CH3:1])[C:10]=2[N:9]=[CH:8]1)[C:20]1[CH:25]=[CH:24][CH:23]=[CH:22][CH:21]=1. Given the reactants [CH3:1][N:2]1[C:10]2[N:9]=[CH:8][NH:7][C:6]=2[C:5](=[O:11])[NH:4][C:3]1=[O:12].C(=O)([O-])[O-].[K+].[K+].[CH2:19](Br)[C:20]1[CH:25]=[CH:24][CH:23]=[CH:22][CH:21]=1, predict the reaction product. (6) Given the reactants [OH:1][C:2]1[CH:3]=[CH:4][CH:5]=[C:6]2[C:11]=1[CH2:10][C:9](=O)[CH2:8][CH2:7]2.[N+:13]([C:16]1[CH:21]=[CH:20][CH:19]=[CH:18][C:17]=1[S:22]([N:25]([CH2:35][C:36]1[CH:41]=[CH:40][CH:39]=[CH:38][N:37]=1)[CH2:26][C:27]1[CH:32]=[CH:31][C:30]([CH2:33][NH2:34])=[CH:29][CH:28]=1)(=[O:24])=[O:23])([O-:15])=[O:14].[BH-](OC(C)=O)(OC(C)=O)OC(C)=O.[Na+], predict the reaction product. The product is: [N+:13]([C:16]1[CH:21]=[CH:20][CH:19]=[CH:18][C:17]=1[S:22]([N:25]([CH2:35][C:36]1[CH:41]=[CH:40][CH:39]=[CH:38][N:37]=1)[CH2:26][C:27]1[CH:32]=[CH:31][C:30]([CH2:33][NH:34][CH:9]2[CH2:8][CH2:7][C:6]3[C:11](=[C:2]([OH:1])[CH:3]=[CH:4][CH:5]=3)[CH2:10]2)=[CH:29][CH:28]=1)(=[O:23])=[O:24])([O-:15])=[O:14]. (7) Given the reactants CO[C:3](=[O:28])[CH:4]([N:11]([CH:25]([CH3:27])[CH3:26])[C:12]([NH:14][CH:15]1[CH:22]2[CH2:23][CH:18]3[CH2:19][CH:20]([CH2:24][CH:16]1[CH2:17]3)[CH2:21]2)=[O:13])[C:5]1[CH:10]=[CH:9][CH:8]=[CH:7][CH:6]=1.C1(C)C=CC=CC=1.C(OCC)(=O)C.C12CC3CC(CC(C3)C1N1C=C(C3C=CC=CC=3)N(C(C)C)C1=O)C2, predict the reaction product. The product is: [CH:22]12[CH2:23][CH:18]3[CH2:19][CH:20]([CH2:24][CH:16]([CH2:17]3)[CH:15]1[N:14]1[C:3](=[O:28])[CH:4]([C:5]3[CH:6]=[CH:7][CH:8]=[CH:9][CH:10]=3)[N:11]([CH:25]([CH3:26])[CH3:27])[C:12]1=[O:13])[CH2:21]2. (8) Given the reactants [CH:1]([C:3]1[CH:20]=[C:19]([C:21]([F:24])([F:23])[F:22])[CH:18]=[CH:17][C:4]=1[O:5][C:6]1[CH:7]=[C:8]([CH:12]([CH3:16])[C:13]([OH:15])=[O:14])[CH:9]=[CH:10][CH:11]=1)=[O:2].[BH4-].[Na+], predict the reaction product. The product is: [OH:2][CH2:1][C:3]1[CH:20]=[C:19]([C:21]([F:22])([F:23])[F:24])[CH:18]=[CH:17][C:4]=1[O:5][C:6]1[CH:7]=[C:8]([CH:12]([CH3:16])[C:13]([OH:15])=[O:14])[CH:9]=[CH:10][CH:11]=1.